From a dataset of CYP2C9 inhibition data for predicting drug metabolism from PubChem BioAssay. Regression/Classification. Given a drug SMILES string, predict its absorption, distribution, metabolism, or excretion properties. Task type varies by dataset: regression for continuous measurements (e.g., permeability, clearance, half-life) or binary classification for categorical outcomes (e.g., BBB penetration, CYP inhibition). Dataset: cyp2c9_veith. (1) The molecule is COC(=O)c1ccc(N2CCN(c3ccccc3)CC2)c(NC(=O)C2CC2)c1. The result is 0 (non-inhibitor). (2) The result is 1 (inhibitor). The molecule is CCCCN(CC)S(=O)(=O)c1ccc(C(=O)Nc2nnc(CSC)o2)cc1. (3) The compound is O=C(O)[C@H]1C[C@H](C(=O)O)N1. The result is 0 (non-inhibitor). (4) The compound is CC1=C(C(=O)NCCN2CCN(C)CC2)C2(CCC(C)CC2)OC1=O. The result is 0 (non-inhibitor). (5) The compound is CNC(=O)c1sc(-c2cccnc2)nc1C. The result is 0 (non-inhibitor).